From a dataset of Reaction yield outcomes from USPTO patents with 853,638 reactions. Predict the reaction yield, written as a fraction of the theoretical maximum amount of product (1.0 means a 100% yield; for example, 0.34 means a 34% yield). (1) The reactants are [CH:1]1([C:4]([NH:6][C:7]2[N:8]=[C:9]3[CH:14]=[CH:13][C:12]([O:15][C:16]4[CH:21]=[CH:20][C:19]([NH:22]C(=O)OCC5C=CC=CC=5)=[CH:18][C:17]=4[F:33])=[CH:11][N:10]3[CH:34]=2)=[O:5])[CH2:3][CH2:2]1.[OH-].[Ba+2].[OH-].Cl. The catalyst is COCCOC. The product is [NH2:22][C:19]1[CH:20]=[CH:21][C:16]([O:15][C:12]2[CH:13]=[CH:14][C:9]3[N:10]([CH:34]=[C:7]([NH:6][C:4]([CH:1]4[CH2:3][CH2:2]4)=[O:5])[N:8]=3)[CH:11]=2)=[C:17]([F:33])[CH:18]=1. The yield is 0.710. (2) The catalyst is C1COCC1. The yield is 0.540. The product is [C:1]([C:5]1[CH:9]=[C:8]([NH:10][C:11]([NH:13][C:14]2[C:23]3[C:18](=[CH:19][CH:20]=[CH:21][CH:22]=3)[CH:17]=[CH:16][CH:15]=2)=[O:12])[N:7]([C:24]2[CH:29]=[CH:28][C:27]([CH:30]([OH:31])[CH3:32])=[CH:26][CH:25]=2)[N:6]=1)([CH3:4])([CH3:2])[CH3:3]. The reactants are [C:1]([C:5]1[CH:9]=[C:8]([NH:10][C:11]([NH:13][C:14]2[C:23]3[C:18](=[CH:19][CH:20]=[CH:21][CH:22]=3)[CH:17]=[CH:16][CH:15]=2)=[O:12])[N:7]([C:24]2[CH:29]=[CH:28][C:27]([CH:30]=[O:31])=[CH:26][CH:25]=2)[N:6]=1)([CH3:4])([CH3:3])[CH3:2].[CH3:32][Mg]Br. (3) The reactants are [CH3:1][O:2][C:3]1[N:4]=[C:5]2[C:10](=[CH:11][CH:12]=1)[N:9]=[CH:8][CH:7]=[C:6]2[NH:13][C:14]([C@H:16]1[O:21][CH2:20][C@H:19]([NH:22]C(=O)OC(C)(C)C)[CH2:18][CH2:17]1)=[O:15].FC1C=NC2C(C=1CC[C@H]1OC[C@H](N)CC1)=NC(OC)=CC=2. No catalyst specified. The product is [NH2:22][C@H:19]1[CH2:20][O:21][C@H:16]([C:14]([NH:13][C:6]2[C:5]3[C:10](=[CH:11][CH:12]=[C:3]([O:2][CH3:1])[N:4]=3)[N:9]=[CH:8][CH:7]=2)=[O:15])[CH2:17][CH2:18]1. The yield is 1.00. (4) The reactants are Cl[C:2]1[N:7]=[C:6]([S:8][CH3:9])[CH:5]=[CH:4][N:3]=1.[NH2:10][C:11]1[CH:12]=[C:13]([C:18]2[S:22][C:21]([C:23]3([OH:27])[CH2:26][CH2:25][CH2:24]3)=[N:20][CH:19]=2)[CH:14]=[C:15]([CH3:17])[CH:16]=1.CC1(C)C2C(=C(P(C3C=CC=CC=3)C3C=CC=CC=3)C=CC=2)OC2C(P(C3C=CC=CC=3)C3C=CC=CC=3)=CC=CC1=2.C(=O)([O-])[O-].[Cs+].[Cs+]. The catalyst is O1CCOCC1.C([O-])(=O)C.[Pd+2].C([O-])(=O)C. The product is [CH3:17][C:15]1[CH:14]=[C:13]([C:18]2[S:22][C:21]([C:23]3([OH:27])[CH2:26][CH2:25][CH2:24]3)=[N:20][CH:19]=2)[CH:12]=[C:11]([NH:10][C:2]2[N:7]=[C:6]([S:8][CH3:9])[CH:5]=[CH:4][N:3]=2)[CH:16]=1. The yield is 0.920. (5) The product is [F:18][C:19]1[CH:24]=[CH:23][C:22]([C:2]2[CH:3]=[CH:4][C:5]([C@@H:8]([NH:10][C:11](=[O:17])[O:12][C:13]([CH3:16])([CH3:15])[CH3:14])[CH3:9])=[N:6][CH:7]=2)=[CH:21][C:20]=1[CH3:28]. The yield is 0.800. The reactants are Br[C:2]1[CH:3]=[CH:4][C:5]([C@@H:8]([NH:10][C:11](=[O:17])[O:12][C:13]([CH3:16])([CH3:15])[CH3:14])[CH3:9])=[N:6][CH:7]=1.[F:18][C:19]1[CH:24]=[CH:23][C:22](B(O)O)=[CH:21][C:20]=1[CH3:28].C(=O)(O)[O-].[Na+].N#N. The catalyst is O1CCOCC1.CCOC(C)=O.